Dataset: NCI-60 drug combinations with 297,098 pairs across 59 cell lines. Task: Regression. Given two drug SMILES strings and cell line genomic features, predict the synergy score measuring deviation from expected non-interaction effect. (1) Drug 1: C1=NC2=C(N1)C(=S)N=C(N2)N. Drug 2: CC1=C(C(CCC1)(C)C)C=CC(=CC=CC(=CC(=O)O)C)C. Cell line: NCI-H522. Synergy scores: CSS=22.5, Synergy_ZIP=-4.86, Synergy_Bliss=-3.19, Synergy_Loewe=-2.62, Synergy_HSA=-1.49. (2) Drug 1: COC1=C(C=C2C(=C1)N=CN=C2NC3=CC(=C(C=C3)F)Cl)OCCCN4CCOCC4. Drug 2: CCCCCOC(=O)NC1=NC(=O)N(C=C1F)C2C(C(C(O2)C)O)O. Cell line: HOP-92. Synergy scores: CSS=18.7, Synergy_ZIP=-6.92, Synergy_Bliss=-4.71, Synergy_Loewe=-14.5, Synergy_HSA=-2.21. (3) Drug 1: CC1=CC2C(CCC3(C2CCC3(C(=O)C)OC(=O)C)C)C4(C1=CC(=O)CC4)C. Drug 2: C1=NC(=NC(=O)N1C2C(C(C(O2)CO)O)O)N. Cell line: SN12C. Synergy scores: CSS=10.4, Synergy_ZIP=-1.38, Synergy_Bliss=2.87, Synergy_Loewe=-0.600, Synergy_HSA=3.37. (4) Drug 1: CN1CCC(CC1)COC2=C(C=C3C(=C2)N=CN=C3NC4=C(C=C(C=C4)Br)F)OC. Drug 2: CN1C(=O)N2C=NC(=C2N=N1)C(=O)N. Cell line: SW-620. Synergy scores: CSS=8.52, Synergy_ZIP=-3.22, Synergy_Bliss=0.301, Synergy_Loewe=-1.08, Synergy_HSA=-1.13.